From a dataset of Full USPTO retrosynthesis dataset with 1.9M reactions from patents (1976-2016). Predict the reactants needed to synthesize the given product. (1) Given the product [Cl:14][CH2:11][C:4]1[C:3]([O:2][CH3:1])=[N:8][C:7]([O:9][CH3:10])=[CH:6][N:5]=1, predict the reactants needed to synthesize it. The reactants are: [CH3:1][O:2][C:3]1[C:4]([CH2:11]O)=[N:5][CH:6]=[C:7]([O:9][CH3:10])[N:8]=1.C(Cl)[Cl:14]. (2) Given the product [S:1]1[C:5]2[CH2:6][CH2:7][CH2:8]/[C:9](=[N:12]\[OH:13])/[C:4]=2[CH:3]=[CH:2]1, predict the reactants needed to synthesize it. The reactants are: [S:1]1[C:5]2[CH2:6][CH2:7][CH2:8][C:9](=O)[C:4]=2[CH:3]=[CH:2]1.Cl.[NH2:12][OH:13]. (3) Given the product [CH2:1]([N:3]([CH2:20][CH3:21])[CH2:4][CH2:5][N:6]1[CH2:12][CH2:11][CH2:10][C:9]2[NH:13][C:14]([CH:17]=[C:25]3[C:24]4[C:28](=[CH:29][CH:30]=[CH:31][C:23]=4[CH3:22])[NH:27][C:26]3=[O:32])=[C:15]([CH3:16])[C:8]=2[C:7]1=[O:19])[CH3:2], predict the reactants needed to synthesize it. The reactants are: [CH2:1]([N:3]([CH2:20][CH3:21])[CH2:4][CH2:5][N:6]1[CH2:12][CH2:11][CH2:10][C:9]2[NH:13][C:14]([CH:17]=O)=[C:15]([CH3:16])[C:8]=2[C:7]1=[O:19])[CH3:2].[CH3:22][C:23]1[CH:31]=[CH:30][CH:29]=[C:28]2[C:24]=1[CH2:25][C:26](=[O:32])[NH:27]2. (4) Given the product [CH3:24][O:23][C:13]1[C:11]2[N:12]=[C:8]([NH:7][C:5](=[O:6])[C:4]3[CH:25]=[CH:26][N:27]=[C:2]([O:30][CH2:31][CH2:32][N:33]4[CH2:38][CH2:37][O:36][CH2:35][CH2:34]4)[CH:3]=3)[S:9][C:10]=2[C:16]([N:17]2[CH2:22][CH2:21][O:20][CH2:19][CH2:18]2)=[CH:15][CH:14]=1, predict the reactants needed to synthesize it. The reactants are: Br[C:2]1[CH:3]=[C:4]([CH:25]=[CH:26][N:27]=1)[C:5]([NH:7][C:8]1[S:9][C:10]2[C:16]([N:17]3[CH2:22][CH2:21][O:20][CH2:19][CH2:18]3)=[CH:15][CH:14]=[C:13]([O:23][CH3:24])[C:11]=2[N:12]=1)=[O:6].[H-].[Na+].[OH:30][CH2:31][CH2:32][N:33]1[CH2:38][CH2:37][O:36][CH2:35][CH2:34]1. (5) Given the product [ClH:25].[CH:1]([C:4]1[N:8]2[C:9]([CH3:16])=[CH:10][CH:11]=[C:12]([C:13]([Cl:25])=[O:14])[C:7]2=[N:6][N:5]=1)([CH3:3])[CH3:2], predict the reactants needed to synthesize it. The reactants are: [CH:1]([C:4]1[N:8]2[C:9]([CH3:16])=[CH:10][CH:11]=[C:12]([C:13](O)=[O:14])[C:7]2=[N:6][N:5]=1)([CH3:3])[CH3:2].CN(C)C=O.C(Cl)(=O)C([Cl:25])=O. (6) Given the product [NH2:1][C:4]1[CH:13]=[CH:12][C:7]([C:8]([NH:10][CH3:11])=[O:9])=[CH:6][C:5]=1[O:14][CH:15]1[CH2:19][CH2:18][O:17][CH2:16]1, predict the reactants needed to synthesize it. The reactants are: [N+:1]([C:4]1[CH:13]=[CH:12][C:7]([C:8]([NH:10][CH3:11])=[O:9])=[CH:6][C:5]=1[O:14][CH:15]1[CH2:19][CH2:18][O:17][CH2:16]1)([O-])=O. (7) Given the product [CH3:1][O:2][C:3]1[C:8]([CH2:9][N:10]2[CH2:15][CH2:14][CH:13]([CH2:16][C:17](=[O:24])[C:18]3[CH:19]=[CH:20][CH:21]=[CH:22][CH:23]=3)[CH2:12][CH2:11]2)=[CH:7][CH:6]=[CH:5][N:4]=1, predict the reactants needed to synthesize it. The reactants are: [CH3:1][O:2][C:3]1[C:8]([CH2:9][N:10]2[CH2:15][CH2:14][CH:13]([CH2:16][CH:17]([OH:24])[C:18]3[CH:23]=[CH:22][CH:21]=[CH:20][CH:19]=3)[CH2:12][CH2:11]2)=[CH:7][CH:6]=[CH:5][N:4]=1.